The task is: Predict the reactants needed to synthesize the given product.. This data is from Full USPTO retrosynthesis dataset with 1.9M reactions from patents (1976-2016). (1) The reactants are: [OH:1][C:2]1[CH:21]=[CH:20][C:5]2[C:6]([CH2:9][N:10]3[CH2:15][CH2:14][CH:13]([NH:16][C:17](=[O:19])[CH3:18])[CH2:12][CH2:11]3)=[CH:7][O:8][C:4]=2[CH:3]=1.[C:22]([O-])([O-:24])=[O:23].[Cs+].[Cs+].Cl[C:29]1[S:30][C:31]2[C:32]([N:38]=1)=[N:33][C:34]([CH3:37])=[CH:35][CH:36]=2. Given the product [CH:22]([OH:24])=[O:23].[CH3:37][C:34]1[N:33]=[C:32]2[N:38]=[C:29]([O:1][C:2]3[CH:21]=[CH:20][C:5]4[C:6]([CH2:9][N:10]5[CH2:15][CH2:14][CH:13]([NH:16][C:17](=[O:19])[CH3:18])[CH2:12][CH2:11]5)=[CH:7][O:8][C:4]=4[CH:3]=3)[S:30][C:31]2=[CH:36][CH:35]=1, predict the reactants needed to synthesize it. (2) Given the product [N:1]1([CH2:10][C:11]2[CH:20]=[CH:19][C:14]3[N:15]=[C:16]([NH:30][C@@H:31]4[CH2:36][CH2:35][CH2:34][CH2:33][C@H:32]4[OH:37])[S:17][C:13]=3[CH:12]=2)[C:5]2[CH:6]=[CH:7][CH:8]=[CH:9][C:4]=2[N:3]=[CH:2]1, predict the reactants needed to synthesize it. The reactants are: [N:1]1([CH2:10][C:11]2[CH:20]=[CH:19][C:14]3[N:15]=[C:16](Br)[S:17][C:13]=3[CH:12]=2)[C:5]2[CH:6]=[CH:7][CH:8]=[CH:9][C:4]=2[N:3]=[CH:2]1.CCN(C(C)C)C(C)C.[NH2:30][C@@H:31]1[CH2:36][CH2:35][CH2:34][CH2:33][C@H:32]1[OH:37].